From a dataset of Forward reaction prediction with 1.9M reactions from USPTO patents (1976-2016). Predict the product of the given reaction. Given the reactants [F:1][C:2]([F:8])=[C:3]([CH3:7])[CH2:4][CH2:5][OH:6].[CH3:9][S:10](Cl)(=[O:12])=[O:11].C(N(CC)CC)C, predict the reaction product. The product is: [CH3:9][S:10]([O:6][CH2:5][CH2:4][C:3]([CH3:7])=[C:2]([F:8])[F:1])(=[O:12])=[O:11].